Dataset: Forward reaction prediction with 1.9M reactions from USPTO patents (1976-2016). Task: Predict the product of the given reaction. Given the reactants [N:1]1([CH:10]([NH:14][C:15]([O:17][CH2:18][C:19]2[CH:24]=[CH:23][CH:22]=[CH:21][CH:20]=2)=[O:16])[C:11](O)=[O:12])C2C=CC=CC=2N=N1.C(Cl)(=O)C(Cl)=O.[NH2:31][C:32]1[CH:37]=[CH:36][C:35]([O:38][CH3:39])=[CH:34][C:33]=1[C:40]([C:42]1[CH:47]=[CH:46][CH:45]=[CH:44][CH:43]=1)=O.CN1CCOCC1, predict the reaction product. The product is: [CH3:39][O:38][C:35]1[CH:36]=[CH:37][C:32]2[NH:31][C:11](=[O:12])[CH:10]([NH:14][C:15](=[O:16])[O:17][CH2:18][C:19]3[CH:24]=[CH:23][CH:22]=[CH:21][CH:20]=3)[N:1]=[C:40]([C:42]3[CH:47]=[CH:46][CH:45]=[CH:44][CH:43]=3)[C:33]=2[CH:34]=1.